Dataset: Oral bioavailability binary classification data from Ma et al.. Task: Regression/Classification. Given a drug SMILES string, predict its absorption, distribution, metabolism, or excretion properties. Task type varies by dataset: regression for continuous measurements (e.g., permeability, clearance, half-life) or binary classification for categorical outcomes (e.g., BBB penetration, CYP inhibition). Dataset: bioavailability_ma. (1) The compound is CCN(CC)c1cc(C)nc2ncnn12. The result is 1 (high bioavailability). (2) The drug is Nc1ccn([C@@H]2O[C@H](CO)[C@@H](O)[C@@H]2O)c(=O)n1. The result is 0 (low bioavailability). (3) The compound is COCCCOc1ccnc(CS(=O)c2nc3ccccc3[nH]2)c1C. The result is 1 (high bioavailability). (4) The drug is Cc1noc(NS(=O)(=O)c2ccc(N)cc2)c1C. The result is 1 (high bioavailability). (5) The molecule is C[C@H]1O[C@H](O[C@@H]2[C@@H](CO)O[C@H](O[C@H]([C@H](O)CO)[C@H](O)[C@@H](O)C=O)[C@H](O)[C@H]2O)[C@H](O)[C@@H](O)[C@@H]1N[C@H]1C=C(CO)[C@@H](O)[C@H](O)[C@H]1O. The result is 0 (low bioavailability).